Dataset: Reaction yield outcomes from USPTO patents with 853,638 reactions. Task: Predict the reaction yield, written as a fraction of the theoretical maximum amount of product (1.0 means a 100% yield; for example, 0.34 means a 34% yield). (1) The reactants are C(=O)(SC)O[O:3][CH:4]([O:8][C:9](=[O:13])[CH:10]([CH3:12])[CH3:11])[CH:5]([CH3:7])[CH3:6].[OH:17][N:18]1[C:22](=[O:23])[C@H:21]([O:24][C:25](=[O:32])[C:26]2[CH:31]=[CH:30][CH:29]=[CH:28][CH:27]=2)[C@@H:20]([O:33][C:34](=[O:41])[C:35]2[CH:40]=[CH:39][CH:38]=[CH:37][CH:36]=2)[C:19]1=[O:42].[C:43](OO)(=[O:45])C.C(O)(=O)C. The catalyst is ClCCCl. The product is [CH3:12][CH:10]([CH3:11])[C:9]([O:8][C@@H:4]([O:3][C:43]([O:17][N:18]1[C:22](=[O:23])[C@H:21]([O:24][C:25](=[O:32])[C:26]2[CH:27]=[CH:28][CH:29]=[CH:30][CH:31]=2)[C@@H:20]([O:33][C:34](=[O:41])[C:35]2[CH:40]=[CH:39][CH:38]=[CH:37][CH:36]=2)[C:19]1=[O:42])=[O:45])[CH:5]([CH3:6])[CH3:7])=[O:13]. The yield is 0.250. (2) The reactants are [Cl:1][C:2]1[N:10]=[C:9]2[C:5]([N:6]=[CH:7][NH:8]2)=[C:4]([N:11]2[CH2:16][CH2:15][O:14][CH2:13][CH2:12]2)[N:3]=1.C(=O)([O-])[O-].[Cs+].[Cs+].Br[CH2:24][CH2:25][C:26]([O:28][CH2:29][CH3:30])=[O:27]. The catalyst is CN(C=O)C.[Cl-].[Na+].O.C(Cl)Cl. The product is [Cl:1][C:2]1[N:10]=[C:9]2[C:5]([N:6]=[CH:7][N:8]2[CH2:24][CH2:25][C:26]([O:28][CH2:29][CH3:30])=[O:27])=[C:4]([N:11]2[CH2:12][CH2:13][O:14][CH2:15][CH2:16]2)[N:3]=1. The yield is 0.830. (3) The reactants are C([O:14][C:15]1[C:24]2[N:23]=[CH:22][CH:21]=[CH:20][C:19]=2[C:18]([C:25](O)=[O:26])=[C:17]2[CH2:28][N:29]([CH2:32][C:33]3[CH:38]=[CH:37][C:36]([F:39])=[CH:35][CH:34]=3)[C:30](=[O:31])[C:16]=12)(C1C=CC=CC=1)C1C=CC=CC=1.[CH3:40][NH:41][CH3:42].C(N(C(C)C)CC)(C)C.F[P-](F)(F)(F)(F)F.N1(OC(N(C)C)=[N+](C)C)C2N=CC=CC=2N=N1. The catalyst is CN(C)C=O. The product is [CH3:40][N:41]([CH3:42])[C:25]([C:18]1[C:19]2[CH:20]=[CH:21][CH:22]=[N:23][C:24]=2[C:15]([OH:14])=[C:16]2[C:30](=[O:31])[N:29]([CH2:32][C:33]3[CH:34]=[CH:35][C:36]([F:39])=[CH:37][CH:38]=3)[CH2:28][C:17]=12)=[O:26]. The yield is 0.970. (4) The reactants are [Cl:1][C:2]1[C:3]([CH2:8][S:9][C:10]2[N:15]=[C:14]([OH:16])[CH:13]=[C:12]([C:17]([F:20])([F:19])[F:18])[N:11]=2)=[N:4][N:5]([CH3:7])[CH:6]=1.Cl.O1CCOCC1. The catalyst is CO. The product is [ClH:1].[Cl:1][C:2]1[C:3]([CH2:8][S:9][C:10]2[N:15]=[C:14]([OH:16])[CH:13]=[C:12]([C:17]([F:20])([F:18])[F:19])[N:11]=2)=[N:4][N:5]([CH3:7])[CH:6]=1. The yield is 0.630. (5) The reactants are [CH2:1]([C:3]1[CH:9]=[C:8]([C:10]([F:19])([C:15]([F:18])([F:17])[F:16])[C:11]([F:14])([F:13])[F:12])[CH:7]=[C:6]([CH3:20])[C:4]=1[NH2:5])[CH3:2].N1C=CC=CC=1.[Cl:27][CH2:28][C:29]1[CH:37]=[CH:36][C:32]([C:33](Cl)=[O:34])=[CH:31][CH:30]=1. The catalyst is O1CCCC1.CN(C)C1C=CN=CC=1.O. The product is [Cl:27][CH2:28][C:29]1[CH:37]=[CH:36][C:32]([C:33]([NH:5][C:4]2[C:6]([CH3:20])=[CH:7][C:8]([C:10]([F:19])([C:11]([F:14])([F:13])[F:12])[C:15]([F:16])([F:17])[F:18])=[CH:9][C:3]=2[CH2:1][CH3:2])=[O:34])=[CH:31][CH:30]=1. The yield is 0.740. (6) The reactants are [H-].[Na+].[C:3]1([C:26]2[CH:31]=[CH:30][CH:29]=[CH:28][CH:27]=2)[CH:8]=[CH:7][C:6]([C:9]([N:11]2[CH2:17][C:16]3[CH:18]=[CH:19][CH:20]=[N:21][C:15]=3[NH:14][C:13]3[CH:22]=[CH:23][CH:24]=[CH:25][C:12]2=3)=[O:10])=[CH:5][CH:4]=1.[CH3:32]I. The catalyst is CCCCCC.ClCCl. The product is [C:3]1([C:26]2[CH:31]=[CH:30][CH:29]=[CH:28][CH:27]=2)[CH:4]=[CH:5][C:6]([C:9]([N:11]2[CH2:17][C:16]3[CH:18]=[CH:19][CH:20]=[N:21][C:15]=3[N:14]([CH3:32])[C:13]3[CH:22]=[CH:23][CH:24]=[CH:25][C:12]2=3)=[O:10])=[CH:7][CH:8]=1. The yield is 0.613.